This data is from Catalyst prediction with 721,799 reactions and 888 catalyst types from USPTO. The task is: Predict which catalyst facilitates the given reaction. (1) Reactant: [CH3:1][C:2]([CH3:8])([CH3:7])[CH2:3][C:4](Cl)=[O:5].C(N(CC)CC)C.[Br:16][C:17]1[CH:22]=[C:21]([CH3:23])[C:20]([NH2:24])=[C:19]([CH3:25])[CH:18]=1.O. Product: [Br:16][C:17]1[CH:22]=[C:21]([CH3:23])[C:20]([NH:24][C:4](=[O:5])[CH2:3][C:2]([CH3:8])([CH3:7])[CH3:1])=[C:19]([CH3:25])[CH:18]=1. The catalyst class is: 10. (2) Reactant: C1C2C(COC(=O)[NH:17][CH2:18][CH2:19][CH2:20][CH2:21][C@H:22]([NH:38][C:39]([O:41][C:42]([CH3:45])([CH3:44])[CH3:43])=[O:40])[C:23]([N:25]([CH2:32][C:33]3[S:34][CH:35]=[CH:36][CH:37]=3)[CH2:26][C:27]3[S:28][CH:29]=[CH:30][CH:31]=3)=[O:24])C3C(=CC=CC=3)C=2C=CC=1.N1CCCCC1. Product: [C:42]([O:41][C:39](=[O:40])[NH:38][C@@H:22]([CH2:21][CH2:20][CH2:19][CH2:18][NH2:17])[C:23]([N:25]([CH2:26][C:27]1[S:28][CH:29]=[CH:30][CH:31]=1)[CH2:32][C:33]1[S:34][CH:35]=[CH:36][CH:37]=1)=[O:24])([CH3:45])([CH3:43])[CH3:44]. The catalyst class is: 35. (3) Reactant: [F:1][CH:2]([F:41])[C:3]1[CH:12]=[C:11]2[C:6]([CH2:7][CH2:8][CH2:9][N:10]2[C:13]2[C:17]3[CH2:18][N:19](C(OC(C)(C)C)=O)[CH2:20][CH2:21][C:16]=3[N:15]([CH:29]3[CH2:34][CH2:33][O:32][CH2:31][CH2:30]3)[N:14]=2)=[CH:5][C:4]=1[C:35]1[S:36][C:37]([CH3:40])=[CH:38][CH:39]=1.FC(F)(F)C(O)=O. Product: [F:41][CH:2]([F:1])[C:3]1[CH:12]=[C:11]2[C:6]([CH2:7][CH2:8][CH2:9][N:10]2[C:13]2[C:17]3[CH2:18][NH:19][CH2:20][CH2:21][C:16]=3[N:15]([CH:29]3[CH2:34][CH2:33][O:32][CH2:31][CH2:30]3)[N:14]=2)=[CH:5][C:4]=1[C:35]1[S:36][C:37]([CH3:40])=[CH:38][CH:39]=1. The catalyst class is: 2.